This data is from Full USPTO retrosynthesis dataset with 1.9M reactions from patents (1976-2016). The task is: Predict the reactants needed to synthesize the given product. Given the product [CH:3]12[CH2:4][CH:5]([CH:1]=[CH:2]1)[CH:7]1[C:6]([O:11][C:9](=[O:10])[CH:8]21)=[O:12], predict the reactants needed to synthesize it. The reactants are: [CH:1]1[CH2:5][CH:4]=[CH:3][CH:2]=1.[C:6]1(=[O:12])[O:11][C:9](=[O:10])[CH:8]=[CH:7]1.